Dataset: Retrosynthesis with 50K atom-mapped reactions and 10 reaction types from USPTO. Task: Predict the reactants needed to synthesize the given product. (1) Given the product N#Cc1ccccc1C(=O)N1CC2CN(c3cnc4ccccc4n3)CC2C1, predict the reactants needed to synthesize it. The reactants are: N#Cc1ccccc1C(=O)O.c1ccc2nc(N3CC4CNCC4C3)cnc2c1. (2) Given the product O=C(CO)COc1cc(Cl)c(-c2noc(-c3cn4cc(C(F)(F)F)cc(Cl)c4n3)n2)cc1Cl, predict the reactants needed to synthesize it. The reactants are: CC(C)(C)[Si](C)(C)OCC(=O)COc1cc(Cl)c(-c2noc(-c3cn4cc(C(F)(F)F)cc(Cl)c4n3)n2)cc1Cl. (3) Given the product CC(C)C(=O)Nc1cccc(C2CCN(Cc3ccc(-c4ccc(OC(F)(F)F)cc4)o3)CC2)c1, predict the reactants needed to synthesize it. The reactants are: CC(C)C(=O)Nc1cccc(C2CCNCC2)c1.O=Cc1ccc(-c2ccc(OC(F)(F)F)cc2)o1. (4) Given the product CN(C)CCN(Cc1ccc(C(=O)Nc2cscc2N)nc1)C(=O)Nc1ccc2c(c1)OCCO2, predict the reactants needed to synthesize it. The reactants are: CN(C)CCN(Cc1ccc(C(=O)Nc2cscc2NC(=O)OC(C)(C)C)nc1)C(=O)Nc1ccc2c(c1)OCCO2. (5) The reactants are: CC(C)(C)OC(=O)N1C[C@H](O)C[C@H]1C(=O)N1CCN(C(=O)c2cc(C(F)(F)F)cc(C(F)(F)F)c2)[C@H](Cc2ccccc2)C1. Given the product O=C([C@@H]1C[C@@H](O)CN1)N1CCN(C(=O)c2cc(C(F)(F)F)cc(C(F)(F)F)c2)[C@H](Cc2ccccc2)C1, predict the reactants needed to synthesize it. (6) Given the product Cn1ccc(NC(=O)c2cc(Oc3ccc(C(F)F)cc3)c3c(c2)OC(C)(C)C3)n1, predict the reactants needed to synthesize it. The reactants are: Cn1ccc(NC(=O)c2cc(O)c3c(c2)OC(C)(C)C3)n1.FC(F)c1ccc(Br)cc1. (7) Given the product CC1(C)CCCC(=O)C1Cc1ccc([N+](=O)[O-])cc1, predict the reactants needed to synthesize it. The reactants are: CC1(C)CC=CC(=O)C1Cc1ccc([N+](=O)[O-])cc1. (8) Given the product CC(NCCCNc1ccc2ccccc2n1)c1ccsc1, predict the reactants needed to synthesize it. The reactants are: CC(=O)c1ccsc1.NCCCNc1ccc2ccccc2n1.